From a dataset of Forward reaction prediction with 1.9M reactions from USPTO patents (1976-2016). Predict the product of the given reaction. (1) Given the reactants [C:1]([C@@H:5]1[CH2:10][CH2:9][C@H:8]([C:11]2[N:19]3[C:14]([C:15](=[O:28])[NH:16][C:17]([C:20]4[CH:21]=C([CH:25]=[CH:26][CH:27]=4)C#N)=[N:18]3)=[C:13]([CH2:29][CH3:30])[N:12]=2)[CH2:7][CH2:6]1)([CH3:4])([CH3:3])[CH3:2].[OH-].[Na+].C([O:35][C:36](=[O:38])[CH3:37])C, predict the reaction product. The product is: [C:1]([C@@H:5]1[CH2:6][CH2:7][C@H:8]([C:11]2[N:19]3[C:14]([C:15](=[O:28])[NH:16][C:17]([C:20]4[CH:21]=[C:37]([CH:25]=[CH:26][CH:27]=4)[C:36]([OH:35])=[O:38])=[N:18]3)=[C:13]([CH2:29][CH3:30])[N:12]=2)[CH2:9][CH2:10]1)([CH3:4])([CH3:3])[CH3:2]. (2) Given the reactants [OH-].[Na+].[Cl:3][C:4]1[S:11][C:10]2[CH:9]=[C:8]([C:12](=[O:20])[NH:13][CH2:14][C:15]([O:17]CC)=[O:16])[NH:7][C:6]=2[C:5]=1[Cl:21], predict the reaction product. The product is: [C:15]([CH2:14][NH:13][C:12]([C:8]1[NH:7][C:6]2[C:5]([Cl:21])=[C:4]([Cl:3])[S:11][C:10]=2[CH:9]=1)=[O:20])([OH:17])=[O:16].